Dataset: Catalyst prediction with 721,799 reactions and 888 catalyst types from USPTO. Task: Predict which catalyst facilitates the given reaction. (1) Reactant: O[Li].O.O.C([O:9][C:10]([C:12]1([CH2:17][CH2:18][CH2:19][CH2:20][CH2:21][C:22](=[O:40])[CH2:23][CH2:24][CH2:25][CH2:26][CH2:27][C:28]2([C:33]([O:35]CCCC)=[O:34])[CH2:32][CH2:31][CH2:30][CH2:29]2)[CH2:16][CH2:15][CH2:14][CH2:13]1)=[O:11])CCC. Product: [C:33]([C:28]1([CH2:27][CH2:26][CH2:25][CH2:24][CH2:23][C:22](=[O:40])[CH2:21][CH2:20][CH2:19][CH2:18][CH2:17][C:12]2([C:10]([OH:11])=[O:9])[CH2:16][CH2:15][CH2:14][CH2:13]2)[CH2:29][CH2:30][CH2:31][CH2:32]1)([OH:35])=[O:34]. The catalyst class is: 14. (2) Reactant: [Br:1][C:2]1[C:3]([F:14])=[C:4]([CH:8]=[C:9]([CH2:11][CH2:12][CH3:13])[CH:10]=1)[C:5](O)=[O:6].CC[N:17]=C=NCCCN(C)C.C1C=CC2N(O)N=NC=2C=1.N. Product: [Br:1][C:2]1[C:3]([F:14])=[C:4]([CH:8]=[C:9]([CH2:11][CH2:12][CH3:13])[CH:10]=1)[C:5]([NH2:17])=[O:6]. The catalyst class is: 18. (3) Reactant: [C:1]([C:3]1[CH:4]=[C:5]2[C:22](=[CH:23][CH:24]=1)[O:21][C:8]1([CH2:13][CH2:12][N:11]([C:14]([O:16][C:17]([CH3:20])([CH3:19])[CH3:18])=[O:15])[CH2:10][CH2:9]1)[CH2:7][CH:6]2[OH:25])#[N:2].N1C=CN=C1.[CH3:31][C:32]([Si:35](Cl)([CH3:37])[CH3:36])([CH3:34])[CH3:33]. Product: [Si:35]([O:25][CH:6]1[C:5]2[C:22](=[CH:23][CH:24]=[C:3]([C:1]#[N:2])[CH:4]=2)[O:21][C:8]2([CH2:13][CH2:12][N:11]([C:14]([O:16][C:17]([CH3:20])([CH3:19])[CH3:18])=[O:15])[CH2:10][CH2:9]2)[CH2:7]1)([C:32]([CH3:34])([CH3:33])[CH3:31])([CH3:37])[CH3:36]. The catalyst class is: 3. (4) Reactant: Cl.[NH2:2][CH2:3][C:4]1[CH:12]=[CH:11][CH:10]=[C:9]2[C:5]=1[CH2:6][N:7]([CH:14]1[CH2:19][CH2:18][C:17](=[O:20])[NH:16][C:15]1=[O:21])[C:8]2=[O:13].[Cl:22][C:23]1[CH:24]=[C:25]([N:30]=[C:31]=[O:32])[CH:26]=[CH:27][C:28]=1[CH3:29].C(N(C(C)C)CC)(C)C. Product: [Cl:22][C:23]1[CH:24]=[C:25]([NH:30][C:31]([NH:2][CH2:3][C:4]2[CH:12]=[CH:11][CH:10]=[C:9]3[C:5]=2[CH2:6][N:7]([CH:14]2[CH2:19][CH2:18][C:17](=[O:20])[NH:16][C:15]2=[O:21])[C:8]3=[O:13])=[O:32])[CH:26]=[CH:27][C:28]=1[CH3:29]. The catalyst class is: 17.